From a dataset of NCI-60 drug combinations with 297,098 pairs across 59 cell lines. Regression. Given two drug SMILES strings and cell line genomic features, predict the synergy score measuring deviation from expected non-interaction effect. (1) Drug 1: CC12CCC3C(C1CCC2O)C(CC4=C3C=CC(=C4)O)CCCCCCCCCS(=O)CCCC(C(F)(F)F)(F)F. Drug 2: COCCOC1=C(C=C2C(=C1)C(=NC=N2)NC3=CC=CC(=C3)C#C)OCCOC.Cl. Cell line: NCI/ADR-RES. Synergy scores: CSS=0.0430, Synergy_ZIP=-0.853, Synergy_Bliss=-0.993, Synergy_Loewe=-3.15, Synergy_HSA=-3.04. (2) Drug 1: CN1C2=C(C=C(C=C2)N(CCCl)CCCl)N=C1CCCC(=O)O.Cl. Drug 2: CC1C(C(CC(O1)OC2CC(CC3=C2C(=C4C(=C3O)C(=O)C5=CC=CC=C5C4=O)O)(C(=O)C)O)N)O. Cell line: RXF 393. Synergy scores: CSS=45.8, Synergy_ZIP=-2.34, Synergy_Bliss=-2.40, Synergy_Loewe=-12.0, Synergy_HSA=-0.861. (3) Drug 1: CN1C2=C(C=C(C=C2)N(CCCl)CCCl)N=C1CCCC(=O)O.Cl. Drug 2: CC1=C(C(=O)C2=C(C1=O)N3CC4C(C3(C2COC(=O)N)OC)N4)N. Cell line: RPMI-8226. Synergy scores: CSS=16.8, Synergy_ZIP=-5.72, Synergy_Bliss=-0.385, Synergy_Loewe=-33.5, Synergy_HSA=-3.08. (4) Drug 1: C1=CC(=C2C(=C1NCCNCCO)C(=O)C3=C(C=CC(=C3C2=O)O)O)NCCNCCO. Drug 2: CN1C2=C(C=C(C=C2)N(CCCl)CCCl)N=C1CCCC(=O)O.Cl. Cell line: MCF7. Synergy scores: CSS=20.1, Synergy_ZIP=-3.97, Synergy_Bliss=-8.12, Synergy_Loewe=-19.5, Synergy_HSA=-4.64. (5) Drug 1: CC(CN1CC(=O)NC(=O)C1)N2CC(=O)NC(=O)C2. Drug 2: CC1CCCC2(C(O2)CC(NC(=O)CC(C(C(=O)C(C1O)C)(C)C)O)C(=CC3=CSC(=N3)C)C)C. Cell line: HL-60(TB). Synergy scores: CSS=57.6, Synergy_ZIP=-0.949, Synergy_Bliss=-0.570, Synergy_Loewe=-2.52, Synergy_HSA=-2.59. (6) Drug 2: C1CCN(CC1)CCOC2=CC=C(C=C2)C(=O)C3=C(SC4=C3C=CC(=C4)O)C5=CC=C(C=C5)O. Drug 1: CCCS(=O)(=O)NC1=C(C(=C(C=C1)F)C(=O)C2=CNC3=C2C=C(C=N3)C4=CC=C(C=C4)Cl)F. Synergy scores: CSS=1.93, Synergy_ZIP=7.33, Synergy_Bliss=9.61, Synergy_Loewe=2.65, Synergy_HSA=5.46. Cell line: SF-268. (7) Drug 1: C1=NC2=C(N=C(N=C2N1C3C(C(C(O3)CO)O)O)F)N. Drug 2: CCCCC(=O)OCC(=O)C1(CC(C2=C(C1)C(=C3C(=C2O)C(=O)C4=C(C3=O)C=CC=C4OC)O)OC5CC(C(C(O5)C)O)NC(=O)C(F)(F)F)O. Cell line: RPMI-8226. Synergy scores: CSS=58.6, Synergy_ZIP=1.43, Synergy_Bliss=3.14, Synergy_Loewe=-12.8, Synergy_HSA=3.93. (8) Drug 1: CC(C1=C(C=CC(=C1Cl)F)Cl)OC2=C(N=CC(=C2)C3=CN(N=C3)C4CCNCC4)N. Drug 2: CCC(=C(C1=CC=CC=C1)C2=CC=C(C=C2)OCCN(C)C)C3=CC=CC=C3.C(C(=O)O)C(CC(=O)O)(C(=O)O)O. Cell line: SNB-75. Synergy scores: CSS=4.67, Synergy_ZIP=0.219, Synergy_Bliss=3.06, Synergy_Loewe=0.0670, Synergy_HSA=1.63. (9) Drug 1: CS(=O)(=O)C1=CC(=C(C=C1)C(=O)NC2=CC(=C(C=C2)Cl)C3=CC=CC=N3)Cl. Drug 2: CC(C)NC(=O)C1=CC=C(C=C1)CNNC.Cl. Cell line: MALME-3M. Synergy scores: CSS=-3.92, Synergy_ZIP=3.35, Synergy_Bliss=2.50, Synergy_Loewe=-7.92, Synergy_HSA=-5.26. (10) Drug 1: C1CC(=O)NC(=O)C1N2CC3=C(C2=O)C=CC=C3N. Drug 2: CN(CCCl)CCCl.Cl. Cell line: UO-31. Synergy scores: CSS=3.49, Synergy_ZIP=-1.16, Synergy_Bliss=2.98, Synergy_Loewe=-0.966, Synergy_HSA=2.17.